Task: Regression. Given a peptide amino acid sequence and an MHC pseudo amino acid sequence, predict their binding affinity value. This is MHC class I binding data.. Dataset: Peptide-MHC class I binding affinity with 185,985 pairs from IEDB/IMGT (1) The peptide sequence is PLFNNFYKR. The MHC is HLA-A68:01 with pseudo-sequence HLA-A68:01. The binding affinity (normalized) is 0.549. (2) The peptide sequence is HIPEVCLKW. The MHC is HLA-B07:02 with pseudo-sequence HLA-B07:02. The binding affinity (normalized) is 0.0847. (3) The peptide sequence is IFDDLQGSL. The MHC is HLA-B35:01 with pseudo-sequence HLA-B35:01. The binding affinity (normalized) is 0.0847.